This data is from Experimentally validated miRNA-target interactions with 360,000+ pairs, plus equal number of negative samples. The task is: Binary Classification. Given a miRNA mature sequence and a target amino acid sequence, predict their likelihood of interaction. (1) The miRNA is mmu-miR-3057-3p with sequence UCCCACAGGCCCAGCUCAUAGC. The protein sequence of the target gene is MPRRKQQAPRRAAAYVSDELKAAALVEDDVEPEEQAADGEPSAKYMCPEKELSKACPSYQNSPAAEFSSHEMDSESHISETSDRMADFESSSIKNEEETKEVQVPLEDTTVSDSLEQMKAVYNNFLSNSYWSNLNLNLHQPSSENNGGSSSSSSSSSSSCGSGSFDWHQSAMAKTLQQVSQNRMLPEPSLFSTVQLYRQSSKLYGSIFTGASKFRCKDCSAAYDTLVELTVHMNETGHYRDDNHETDNNNPKRWSKPRKRSLLEMEGKEDAQKVLKCMYCGHSFESLQDLSVHMIKTKHY.... Result: 1 (interaction). (2) The miRNA is hsa-miR-423-5p with sequence UGAGGGGCAGAGAGCGAGACUUU. The protein sequence of the target gene is MLFKQQAWLRQKLLVLGSLAVGSLLYLVARVGSLDRLQPICPIEGRLGGARTQAEFPLRALQFKRGLLHEFRKGNASKEQVRLHDLVQQLPKAIIIGVRKGGTRALLEMLNLHPAVVKASQEIHFFDNDENYGKGIEWYRKKMPFSYPQQITIEKSPAYFITEEVPERIYKMNSSIKLLIIVREPTTRAISDYTQVLEGKERKNKTYYKFEKLAIDPNTCEVNTKYKAVRTSIYTKHLERWLKYFPIEQFHVVDGDRLITEPLPELQLVEKFLNLPPRISQYNLYFNATRGFYCLRFNII.... Result: 0 (no interaction). (3) The miRNA is hsa-miR-4640-3p with sequence CACCCCCUGUUUCCUGGCCCAC. The protein sequence of the target gene is MFQVPDSEGGRAGSRAMKPPGGESSNLFGSPEEATPSSRPNRMASNIFGPTEEPQNIPKRTNPPGGKGSGIFDESTPVQTRQHLNPPGGKTSDIFGSPVTATSRLAHPNKPKDHVFLCEGEEPKSDLKAARSIPAGAEPGEKGSARKAGPAKEQEPMPTVDSHEPRLGPRPRSHNKVLNPPGGKSSISFY. Result: 0 (no interaction). (4) The miRNA is mmu-miR-879-3p with sequence GCUUAUGGCUUCAAGCUUUCGG. The protein sequence of the target gene is MVQLGKLLRVLTLMKFPCCVLEVLLCVLAAAARGQEMYAPHSIRIEGDVTLGGLFPVHAKGPSGVPCGDIKRENGIHRLEAMLYALDQINSDPNLLPNVTLGARILDTCSRDTYALEQSLTFVQALIQKDTSDVRCTNGEPPVFVKPEKVVGVIGASGSSVSIMVANILRLFQIPQISYASTAPELSDDRRYDFFSRVVPPDSFQAQAMVDIVKALGWNYVSTLASEGSYGEKGVESFTQISKEAGGLCIAQSVRIPQERKDRTIDFDRIIKQLLDTPNSRAVVIFANDEDIKQILAAAK.... Result: 0 (no interaction).